This data is from Catalyst prediction with 721,799 reactions and 888 catalyst types from USPTO. The task is: Predict which catalyst facilitates the given reaction. (1) Reactant: O[CH2:2][CH2:3][C:4]1[N:13]=[C:12]2[C:7]([CH2:8][CH2:9][CH2:10][NH:11]2)=[CH:6][CH:5]=1.S(Cl)([Cl:16])=O. Product: [Cl:16][CH2:2][CH2:3][C:4]1[N:13]=[C:12]2[C:7]([CH2:8][CH2:9][CH2:10][NH:11]2)=[CH:6][CH:5]=1. The catalyst class is: 48. (2) Reactant: [CH2:1]([O:3][C:4]1[CH:13]=[C:12]2[C:7]([CH:8]=[CH:9][C:10]([C:14]3[N:18]4[CH:19]=[C:20]([C@@H:23]([N:28]5[CH2:32][CH2:31][C@H:30]([NH:33]C(=O)OC(C)(C)C)[CH2:29]5)[C:24]([F:27])([F:26])[F:25])[CH:21]=[CH:22][C:17]4=[N:16][N:15]=3)=[N:11]2)=[CH:6][C:5]=1[F:41])[CH3:2]. Product: [CH2:1]([O:3][C:4]1[CH:13]=[C:12]2[C:7]([CH:8]=[CH:9][C:10]([C:14]3[N:18]4[CH:19]=[C:20]([C@@H:23]([N:28]5[CH2:32][CH2:31][C@H:30]([NH2:33])[CH2:29]5)[C:24]([F:26])([F:25])[F:27])[CH:21]=[CH:22][C:17]4=[N:16][N:15]=3)=[N:11]2)=[CH:6][C:5]=1[F:41])[CH3:2]. The catalyst class is: 67. (3) Reactant: [CH2:1]([S:3][CH2:4][N:5]1[C:9]([CH3:10])=[CH:8][C:7]([N+:11]([O-])=O)=[N:6]1)[CH3:2].[H][H]. Product: [CH2:1]([S:3][CH2:4][N:5]1[C:9]([CH3:10])=[CH:8][C:7]([NH2:11])=[N:6]1)[CH3:2]. The catalyst class is: 19. (4) Reactant: [C:1]([O:4][CH2:5][C:6]1[C:7]([N:13]2[CH2:26][CH2:25][N:16]3[C:17]4[CH2:18][CH2:19][CH2:20][CH2:21][C:22]=4[C:23]([F:24])=[C:15]3[C:14]2=[O:27])=[N:8][CH:9]=[CH:10][C:11]=1Cl)(=[O:3])[CH3:2].[B:28]1(B2OC(C)(C)C(C)(C)O2)[O:32]C(C)(C)C(C)(C)[O:29]1.CC(C1C=C(C(C)C)C(C2C=CC=CC=2P(C2CCCCC2)C2CCCCC2)=C(C(C)C)C=1)C.C([O-])(=O)C.[K+]. The catalyst class is: 294. Product: [C:1]([O:4][CH2:5][C:6]1[C:7]([N:13]2[CH2:26][CH2:25][N:16]3[C:17]4[CH2:18][CH2:19][CH2:20][CH2:21][C:22]=4[C:23]([F:24])=[C:15]3[C:14]2=[O:27])=[N:8][CH:9]=[CH:10][C:11]=1[B:28]([OH:32])[OH:29])(=[O:3])[CH3:2]. (5) Reactant: CC([O-])(C)C.[K+].[CH2:7]([C:14]1[C:19](=[O:20])[C:18]([I:21])=[C:17]([CH3:22])[NH:16][C:15]=1[CH3:23])[CH2:8][CH2:9][CH2:10][CH2:11][CH2:12][CH3:13].[CH3:24][C:25]([O:28][C:29](O[C:29]([O:28][C:25]([CH3:27])([CH3:26])[CH3:24])=[O:30])=[O:30])([CH3:27])[CH3:26]. Product: [C:29](=[O:30])([O:28][C:25]([CH3:27])([CH3:26])[CH3:24])[O:20][C:19]1[C:14]([CH2:7][CH2:8][CH2:9][CH2:10][CH2:11][CH2:12][CH3:13])=[C:15]([CH3:23])[N:16]=[C:17]([CH3:22])[C:18]=1[I:21]. The catalyst class is: 1. (6) Reactant: [CH3:1][C:2]1[C:7]2=[N:8][S:9][N:10]=[C:6]2[CH:5]=[CH:4][CH:3]=1.[N+:11]([O-:14])([OH:13])=[O:12].OS(O)(=O)=O.O. The catalyst class is: 82. Product: [CH3:1][C:2]1[C:7]2=[N:8][S:9][N:10]=[C:6]2[CH:5]=[CH:4][C:3]=1[N+:11]([O-:13])=[O:12].[CH3:1][C:2]1[C:7]2=[N:8][S:9][N:10]=[C:6]2[C:5]([N+:11]([O-:14])=[O:12])=[CH:4][CH:3]=1. (7) Product: [CH3:30][N:26]1[C:27]2=[CH:28][N:1]([C:2]3[CH:3]=[C:4]([CH:10]=[CH:11][C:12]=3[OH:13])[C:5]([O:7][CH2:8][CH3:9])=[O:6])[C:14]([C:15]3[CH:16]=[CH:17][CH:18]=[CH:19][CH:20]=3)=[C:22]2[C:23](=[O:33])[N:24]([CH3:32])[C:25]1=[O:31]. The catalyst class is: 8. Reactant: [NH2:1][C:2]1[CH:3]=[C:4]([CH:10]=[CH:11][C:12]=1[OH:13])[C:5]([O:7][CH2:8][CH3:9])=[O:6].[C:14]([C:22]1[C:23](=[O:33])[N:24]([CH3:32])[C:25](=[O:31])[N:26]([CH3:30])[C:27]=1[CH2:28]Br)(=O)[C:15]1[CH:20]=[CH:19][CH:18]=[CH:17][CH:16]=1.